Dataset: Full USPTO retrosynthesis dataset with 1.9M reactions from patents (1976-2016). Task: Predict the reactants needed to synthesize the given product. (1) Given the product [CH3:18][C:19]([NH:20][C:14]([C:12]1[CH:11]=[CH:10][C:9]([CH3:17])=[C:8]([C:4]2[CH:5]=[CH:6][CH:7]=[C:2]([Cl:1])[CH:3]=2)[N:13]=1)=[O:16])([C:21]1[N:25]=[C:24]([CH3:26])[O:23][N:22]=1)[CH3:27], predict the reactants needed to synthesize it. The reactants are: [Cl:1][C:2]1[CH:3]=[C:4]([C:8]2[N:13]=[C:12]([C:14]([OH:16])=O)[CH:11]=[CH:10][C:9]=2[CH3:17])[CH:5]=[CH:6][CH:7]=1.[CH3:18][C:19]([CH3:27])([C:21]1[N:25]=[C:24]([CH3:26])[O:23][N:22]=1)[NH2:20]. (2) Given the product [OH:3][C@H:4]([C:11]1[CH:16]=[CH:15][CH:14]=[CH:13][CH:12]=1)[C:5](=[CH2:10])[C:6]([OH:8])=[O:7], predict the reactants needed to synthesize it. The reactants are: [OH-].[K+].[OH:3][CH:4]([C:11]1[CH:16]=[CH:15][CH:14]=[CH:13][CH:12]=1)[C:5](=[CH2:10])[C:6]([O:8]C)=[O:7]. (3) Given the product [CH3:12][O:11][C:7](=[O:10])[CH2:8][CH2:9][S:3][CH2:2][C:1]([O:5][CH3:6])=[O:4], predict the reactants needed to synthesize it. The reactants are: [C:1]([O:5][CH3:6])(=[O:4])[CH2:2][SH:3].[C:7]([O:11][CH3:12])(=[O:10])[CH:8]=[CH2:9]. (4) Given the product [Cl:1][C:2]1[CH:3]=[C:4]([NH:8][C:9]2[C:18]3[C:13](=[C:14]([NH:36][CH:34]=[O:35])[CH:15]=[C:16]([NH:19][CH2:20][C:21]4[CH:22]=[N:23][CH:24]=[CH:25][CH:26]=4)[CH:17]=3)[N:12]=[CH:11][C:10]=2[C:32]#[N:33])[CH:5]=[CH:6][CH:7]=1, predict the reactants needed to synthesize it. The reactants are: [Cl:1][C:2]1[CH:3]=[C:4]([NH:8][C:9]2[C:18]3[C:13](=[C:14](C(N(C)C)=O)[CH:15]=[C:16]([NH:19][CH2:20][C:21]4[CH:22]=[N:23][CH:24]=[CH:25][CH:26]=4)[CH:17]=3)[N:12]=[CH:11][C:10]=2[C:32]#[N:33])[CH:5]=[CH:6][CH:7]=1.[CH:34]([NH2:36])=[O:35]. (5) Given the product [O:17]=[C:7]1[C:6]2[CH:18]=[C:2]([O:1][CH2:20][CH2:21][CH2:22][CH2:23][CH2:24][C:25]([O:27][C:28]([CH3:29])([CH3:31])[CH3:30])=[O:26])[CH:3]=[CH:4][C:5]=2[S:10][C:9]([C:11]2[CH:16]=[CH:15][CH:14]=[CH:13][N:12]=2)=[N:8]1, predict the reactants needed to synthesize it. The reactants are: [OH:1][C:2]1[CH:3]=[CH:4][C:5]2[S:10][C:9]([C:11]3[CH:16]=[CH:15][CH:14]=[CH:13][N:12]=3)=[N:8][C:7](=[O:17])[C:6]=2[CH:18]=1.Br[CH2:20][CH2:21][CH2:22][CH2:23][CH2:24][C:25]([O:27][C:28]([CH3:31])([CH3:30])[CH3:29])=[O:26].C(=O)([O-])[O-].[K+].[K+].CN(C=O)C. (6) Given the product [Br:1][C:2]1[CH:13]=[CH:12][C:5]2[C:6](=[O:11])[N:7]([CH3:16])[CH2:8][CH2:9][CH2:10][C:4]=2[CH:3]=1, predict the reactants needed to synthesize it. The reactants are: [Br:1][C:2]1[CH:13]=[CH:12][C:5]2[C:6](=[O:11])[NH:7][CH2:8][CH2:9][CH2:10][C:4]=2[CH:3]=1.[H-].[Na+].[CH3:16]I.